From a dataset of NCI-60 drug combinations with 297,098 pairs across 59 cell lines. Regression. Given two drug SMILES strings and cell line genomic features, predict the synergy score measuring deviation from expected non-interaction effect. (1) Drug 1: CN(CC1=CN=C2C(=N1)C(=NC(=N2)N)N)C3=CC=C(C=C3)C(=O)NC(CCC(=O)O)C(=O)O. Drug 2: C(CCl)NC(=O)N(CCCl)N=O. Cell line: CAKI-1. Synergy scores: CSS=5.06, Synergy_ZIP=-0.557, Synergy_Bliss=-2.35, Synergy_Loewe=-20.6, Synergy_HSA=-5.63. (2) Drug 1: CC12CCC(CC1=CCC3C2CCC4(C3CC=C4C5=CN=CC=C5)C)O. Drug 2: C1CC(=O)NC(=O)C1N2CC3=C(C2=O)C=CC=C3N. Cell line: MCF7. Synergy scores: CSS=7.96, Synergy_ZIP=-2.15, Synergy_Bliss=-0.121, Synergy_Loewe=-4.19, Synergy_HSA=-0.123. (3) Drug 1: C1C(C(OC1N2C=C(C(=O)NC2=O)F)CO)O. Drug 2: CC1CCCC2(C(O2)CC(NC(=O)CC(C(C(=O)C(C1O)C)(C)C)O)C(=CC3=CSC(=N3)C)C)C. Cell line: IGROV1. Synergy scores: CSS=25.0, Synergy_ZIP=-2.64, Synergy_Bliss=-4.62, Synergy_Loewe=-9.42, Synergy_HSA=-3.42. (4) Drug 1: C1=CC(=CC=C1CCC2=CNC3=C2C(=O)NC(=N3)N)C(=O)NC(CCC(=O)O)C(=O)O. Drug 2: CCC1(CC2CC(C3=C(CCN(C2)C1)C4=CC=CC=C4N3)(C5=C(C=C6C(=C5)C78CCN9C7C(C=CC9)(C(C(C8N6C=O)(C(=O)OC)O)OC(=O)C)CC)OC)C(=O)OC)O.OS(=O)(=O)O. Cell line: HOP-92. Synergy scores: CSS=14.0, Synergy_ZIP=-4.44, Synergy_Bliss=-1.84, Synergy_Loewe=-14.6, Synergy_HSA=0.183. (5) Drug 1: C1CC(C1)(C(=O)O)C(=O)O.[NH2-].[NH2-].[Pt+2]. Drug 2: CN1C(=O)N2C=NC(=C2N=N1)C(=O)N. Cell line: LOX IMVI. Synergy scores: CSS=15.7, Synergy_ZIP=-4.23, Synergy_Bliss=-0.280, Synergy_Loewe=-6.22, Synergy_HSA=-0.936. (6) Synergy scores: CSS=64.1, Synergy_ZIP=-3.48, Synergy_Bliss=-3.54, Synergy_Loewe=-51.8, Synergy_HSA=-2.14. Drug 2: CS(=O)(=O)CCNCC1=CC=C(O1)C2=CC3=C(C=C2)N=CN=C3NC4=CC(=C(C=C4)OCC5=CC(=CC=C5)F)Cl. Cell line: HT29. Drug 1: CC=C1C(=O)NC(C(=O)OC2CC(=O)NC(C(=O)NC(CSSCCC=C2)C(=O)N1)C(C)C)C(C)C. (7) Drug 1: C1=CC(=CC=C1CCC2=CNC3=C2C(=O)NC(=N3)N)C(=O)NC(CCC(=O)O)C(=O)O. Drug 2: CS(=O)(=O)OCCCCOS(=O)(=O)C. Cell line: A549. Synergy scores: CSS=46.5, Synergy_ZIP=-5.23, Synergy_Bliss=0.289, Synergy_Loewe=-16.2, Synergy_HSA=2.73. (8) Drug 1: C1CCC(CC1)NC(=O)N(CCCl)N=O. Drug 2: CCC1=C2CN3C(=CC4=C(C3=O)COC(=O)C4(CC)O)C2=NC5=C1C=C(C=C5)O. Cell line: SNB-75. Synergy scores: CSS=51.1, Synergy_ZIP=-2.38, Synergy_Bliss=1.64, Synergy_Loewe=-21.4, Synergy_HSA=3.08. (9) Drug 1: C1CCC(C1)C(CC#N)N2C=C(C=N2)C3=C4C=CNC4=NC=N3. Drug 2: C1CNP(=O)(OC1)N(CCCl)CCCl. Cell line: CAKI-1. Synergy scores: CSS=13.5, Synergy_ZIP=5.64, Synergy_Bliss=5.92, Synergy_Loewe=-11.6, Synergy_HSA=1.19.